From a dataset of Peptide-MHC class II binding affinity with 134,281 pairs from IEDB. Regression. Given a peptide amino acid sequence and an MHC pseudo amino acid sequence, predict their binding affinity value. This is MHC class II binding data. The peptide sequence is GVTCGPGHGISVGSL. The MHC is HLA-DPA10103-DPB10401 with pseudo-sequence HLA-DPA10103-DPB10401. The binding affinity (normalized) is 0.